This data is from Forward reaction prediction with 1.9M reactions from USPTO patents (1976-2016). The task is: Predict the product of the given reaction. (1) Given the reactants [Cl:1][C:2]1[CH:10]=[CH:9][C:5]([C:6](Cl)=[O:7])=[CH:4][C:3]=1[NH:11][C:12](=[O:22])[C:13]1[CH:18]=[CH:17][C:16]([CH2:19][CH2:20][CH3:21])=[CH:15][CH:14]=1.Cl.Cl.[CH3:25][N:26]([CH3:34])[C:27]1[CH:28]=[C:29]([CH:31]=[CH:32][CH:33]=1)[NH2:30], predict the reaction product. The product is: [Cl:1][C:2]1[CH:10]=[CH:9][C:5]([C:6]([NH:30][C:29]2[CH:31]=[CH:32][CH:33]=[C:27]([N:26]([CH3:34])[CH3:25])[CH:28]=2)=[O:7])=[CH:4][C:3]=1[NH:11][C:12](=[O:22])[C:13]1[CH:18]=[CH:17][C:16]([CH2:19][CH2:20][CH3:21])=[CH:15][CH:14]=1. (2) The product is: [CH3:34][C@H:15]1[NH:16][CH2:17][CH2:18][N:13]([C:6]2[CH:5]=[CH:4][C:3]3[CH2:2][S:41][CH2:1][C:11]4[C:12]=3[C:7]=2[CH:8]=[CH:9][CH:10]=4)[CH2:14]1. Given the reactants [CH:1]1[C:11]2=[C:12]3[C:7](=[CH:8][CH:9]=[CH:10]2)[C:6]([N:13]2[CH2:18][CH2:17][N:16](CC[C@H]4C5C=CC(C(N)=O)=CC=5CCO4)[C@H:15]([CH3:34])[CH2:14]2)=[CH:5][CH:4]=[C:3]3[CH:2]=1.BrC1C=CC2C[S:41]CC3C=2C=1C=CC=3, predict the reaction product. (3) Given the reactants [C:1]([O:5][C:6]([N:8]1[CH2:13][CH2:12][NH:11][CH2:10][CH2:9]1)=[O:7])([CH3:4])([CH3:3])[CH3:2].[Cl:14][C:15]1[CH:20]=[CH:19][CH:18]=[C:17](I)[CH:16]=1.Br[CH2:23][C:24]#[CH:25], predict the reaction product. The product is: [C:1]([O:5][C:6]([N:8]1[CH2:13][CH2:12][N:11]([CH2:25][C:24]#[C:23][C:17]2[CH:18]=[CH:19][CH:20]=[C:15]([Cl:14])[CH:16]=2)[CH2:10][CH2:9]1)=[O:7])([CH3:4])([CH3:2])[CH3:3].